From a dataset of Forward reaction prediction with 1.9M reactions from USPTO patents (1976-2016). Predict the product of the given reaction. (1) Given the reactants [Si:1](Cl)([C:4]([CH3:7])([CH3:6])[CH3:5])([CH3:3])[CH3:2].[S:9]1[CH:13]=[CH:12][CH:11]=[C:10]1[CH2:14][CH2:15][OH:16].N1C=CN=C1, predict the reaction product. The product is: [CH3:10][CH2:11][CH2:5][CH:4]([CH3:7])[CH3:6].[C:4]([Si:1]([CH3:3])([CH3:2])[O:16][CH2:15][CH2:14][C:10]1[S:9][CH:13]=[CH:12][CH:11]=1)([CH3:7])([CH3:6])[CH3:5]. (2) Given the reactants C(O[C:6]([N:8]1[CH2:13][C@@H:12]2[CH2:14][C@H:9]1[CH2:10][N:11]2[CH2:15][C:16]1[CH:17]=[N:18][C:19]([Cl:22])=[CH:20][CH:21]=1)=O)(C)(C)C.O, predict the reaction product. The product is: [Cl:22][C:19]1[N:18]=[CH:17][C:16]([CH2:15][N:11]2[CH2:10][C@@H:9]3[CH2:14][C@H:12]2[CH2:13][N:8]3[CH3:6])=[CH:21][CH:20]=1. (3) Given the reactants [N:1]1([C:6]2[CH:7]=[C:8]([CH:12]=[CH:13][CH:14]=2)[C:9]([OH:11])=O)[CH2:5][CH2:4][CH2:3][CH2:2]1.C([O-])([O-])=O.[K+].[K+].[N+:21]([CH2:23][C:24]([O:26][CH3:27])=[O:25])#[C-:22].C1C=CC(P(N=[N+]=[N-])(C2C=CC=CC=2)=O)=CC=1, predict the reaction product. The product is: [N:1]1([C:6]2[CH:7]=[C:8]([C:9]3[O:11][CH:22]=[N:21][C:23]=3[C:24]([O:26][CH3:27])=[O:25])[CH:12]=[CH:13][CH:14]=2)[CH2:2][CH2:3][CH2:4][CH2:5]1. (4) Given the reactants [CH2:1]([O:3][C:4]([C:6]1[S:7][C:8]([C:14]([F:17])([F:16])[F:15])=[C:9]([C:12]#[N:13])[C:10]=1I)=[O:5])[CH3:2].[C:18]([C:22]1[CH:27]=[CH:26][C:25](B(O)O)=[CH:24][CH:23]=1)([CH3:21])([CH3:20])[CH3:19].[F-].[K+], predict the reaction product. The product is: [CH2:1]([O:3][C:4]([C:6]1[S:7][C:8]([C:14]([F:17])([F:16])[F:15])=[C:9]([C:12]#[N:13])[C:10]=1[C:25]1[CH:26]=[CH:27][C:22]([C:18]([CH3:21])([CH3:20])[CH3:19])=[CH:23][CH:24]=1)=[O:5])[CH3:2]. (5) Given the reactants [C:1]([O:5][C:6]([C:8]1[S:12][C:11]([CH2:13][CH:14]([CH2:18][CH3:19])[C:15]([OH:17])=[O:16])=[CH:10][CH:9]=1)=[O:7])([CH3:4])([CH3:3])[CH3:2].C(=O)([O-])[O-].[K+].[K+].[CH2:26](Br)[C:27]1[CH:32]=[CH:31][CH:30]=[CH:29][CH:28]=1, predict the reaction product. The product is: [C:1]([O:5][C:6]([C:8]1[S:12][C:11]([CH2:13][CH:14]([C:15]([O:17][CH2:26][C:27]2[CH:32]=[CH:31][CH:30]=[CH:29][CH:28]=2)=[O:16])[CH2:18][CH3:19])=[CH:10][CH:9]=1)=[O:7])([CH3:4])([CH3:3])[CH3:2].